This data is from Cav3 T-type calcium channel HTS with 100,875 compounds. The task is: Binary Classification. Given a drug SMILES string, predict its activity (active/inactive) in a high-throughput screening assay against a specified biological target. The drug is s1c2nc3CC(OCc3cc2c2nc(n(c(=O)c12)Cc1ccccc1)CC)(C)C. The result is 0 (inactive).